This data is from Full USPTO retrosynthesis dataset with 1.9M reactions from patents (1976-2016). The task is: Predict the reactants needed to synthesize the given product. (1) Given the product [F:31][CH2:30][CH:29]([CH2:32][F:33])[CH2:28][CH:23]1[O:22][C:21]2[N:34]=[C:17]([NH:9][C:7]3[CH:6]=[CH:5][C:4]([N:10]4[CH:14]=[C:13]([CH3:15])[N:12]=[CH:11]4)=[C:3]([O:2][CH3:1])[N:8]=3)[CH:18]=[CH:19][C:20]=2[CH2:26][N:25]([CH3:27])[CH2:24]1, predict the reactants needed to synthesize it. The reactants are: [CH3:1][O:2][C:3]1[N:8]=[C:7]([NH2:9])[CH:6]=[CH:5][C:4]=1[N:10]1[CH:14]=[C:13]([CH3:15])[N:12]=[CH:11]1.Cl[C:17]1[CH:18]=[CH:19][C:20]2[CH2:26][N:25]([CH3:27])[CH2:24][CH:23]([CH2:28][CH:29]([CH2:32][F:33])[CH2:30][F:31])[O:22][C:21]=2[N:34]=1.CCC([O-])(C)C.[Na+]. (2) Given the product [Na+:38].[Br:1][C:2]1[CH:3]=[C:4]([CH2:25][N:26]2[CH:30]=[CH:29][C:28]([C:31]([O-:33])=[O:32])=[N:27]2)[CH:5]=[CH:6][C:7]=1[C:8]1[N:12]=[C:11]([C:13]2[CH:18]=[CH:17][C:16]([O:19][CH:20]([CH3:21])[CH3:22])=[C:15]([C:23]#[N:24])[CH:14]=2)[O:10][N:9]=1, predict the reactants needed to synthesize it. The reactants are: [Br:1][C:2]1[CH:3]=[C:4]([CH2:25][N:26]2[CH:30]=[CH:29][C:28]([C:31]([O:33]CC)=[O:32])=[N:27]2)[CH:5]=[CH:6][C:7]=1[C:8]1[N:12]=[C:11]([C:13]2[CH:18]=[CH:17][C:16]([O:19][CH:20]([CH3:22])[CH3:21])=[C:15]([C:23]#[N:24])[CH:14]=2)[O:10][N:9]=1.O.[OH-].[Na+:38]. (3) Given the product [F:27][CH:23]([F:28])[O:21][C:14]1[CH:15]=[C:16]([N+:18]([O-:20])=[O:19])[CH:17]=[C:12]([O:11][CH2:10][CH2:9][O:8][CH2:7][CH2:6][O:5][CH2:4][CH2:3][O:2][CH3:1])[CH:13]=1, predict the reactants needed to synthesize it. The reactants are: [CH3:1][O:2][CH2:3][CH2:4][O:5][CH2:6][CH2:7][O:8][CH2:9][CH2:10][O:11][C:12]1[CH:13]=[C:14]([OH:21])[CH:15]=[C:16]([N+:18]([O-:20])=[O:19])[CH:17]=1.Cl[C:23]([F:28])([F:27])C([O-])=O.[Na+].C([O-])([O-])=O.[Cs+].[Cs+]. (4) Given the product [F:7][C:8]1[C:16]2[C:12](=[CH:13][N:14]([CH3:17])[N:15]=2)[C:11]([CH:18]2[CH2:20][CH:19]2[CH2:21][OH:22])=[CH:10][CH:9]=1, predict the reactants needed to synthesize it. The reactants are: [H-].[Al+3].[Li+].[H-].[H-].[H-].[F:7][C:8]1[C:16]2[C:12](=[CH:13][N:14]([CH3:17])[N:15]=2)[C:11]([CH:18]2[CH2:20][CH:19]2[C:21](OCC)=[O:22])=[CH:10][CH:9]=1.O.O.O.O.O.O.O.O.O.O.S([O-])([O-])(=O)=O.[Na+].[Na+]. (5) Given the product [Br:1][C:2]1[CH:3]=[CH:4][C:5]([CH2:8][CH2:9][NH:10][C:11](=[O:16])[C:12]([F:14])([F:15])[F:13])=[C:6]([N+:24]([O-:25])=[O:23])[CH:7]=1, predict the reactants needed to synthesize it. The reactants are: [Br:1][C:2]1[CH:7]=[CH:6][C:5]([CH2:8][CH2:9][NH:10][C:11](=[O:16])[C:12]([F:15])([F:14])[F:13])=[CH:4][CH:3]=1.O.F[B-](F)(F)F.[O:23]=[N+:24]=[O:25]. (6) Given the product [C:24]([O:23][C:21](=[O:22])[C:20]([S:11][C:7]1[CH:8]=[C:9]2[C:4](=[CH:5][CH:6]=1)[CH2:3][CH:2]([NH2:1])[CH2:10]2)([CH3:29])[CH3:28])([CH3:27])([CH3:26])[CH3:25], predict the reactants needed to synthesize it. The reactants are: [NH2:1][CH:2]1[CH2:10][C:9]2[C:4](=[CH:5][CH:6]=[C:7]([S:11]C(=O)N(C)C)[CH:8]=2)[CH2:3]1.[OH-].[K+].Br[C:20]([CH3:29])([CH3:28])[C:21]([O:23][C:24]([CH3:27])([CH3:26])[CH3:25])=[O:22]. (7) Given the product [CH3:1][O:2][C:3]([C:5]1[CH:10]=[C:9]([C:11]2[C:15]3[CH:16]=[CH:17][CH:18]=[CH:19][C:14]=3[O:13][N:12]=2)[C:8]([OH:20])=[CH:7][C:6]=1[OH:22])=[O:4], predict the reactants needed to synthesize it. The reactants are: [CH3:1][O:2][C:3]([C:5]1[CH:10]=[C:9]([C:11]2[C:15]3[CH:16]=[CH:17][CH:18]=[CH:19][C:14]=3[O:13][N:12]=2)[C:8]([O:20]C)=[CH:7][C:6]=1[O:22]C)=[O:4].B(Br)(Br)Br. (8) Given the product [OH:52][C:53]1[C:65]([C:66]([F:69])([F:67])[F:68])=[CH:64][CH:63]=[C:62]([CH2:29][O:28][C:27]2[CH:22]=[CH:23][C:24]([C:39]3[CH:44]=[CH:43][C:42]([CH2:45][C:46]([O:48][CH3:49])=[O:47])=[C:41]([O:50][CH3:51])[CH:40]=3)=[CH:25][CH:26]=2)[C:54]=1[C:55]([O:57][C:58]([CH3:59])([CH3:60])[CH3:61])=[O:56], predict the reactants needed to synthesize it. The reactants are: P([O-])([O-])([O-])=O.[K+].[K+].[K+].C1(P(C2CCCCC2)C2C=CC=CC=2[C:22]2[C:27]([O:28][CH3:29])=[CH:26][CH:25]=[CH:24][C:23]=2OC)CCCCC1.Cl[C:39]1[CH:44]=[CH:43][C:42]([CH2:45][C:46]([O:48][CH3:49])=[O:47])=[C:41]([O:50][CH3:51])[CH:40]=1.[OH:52][C:53]1[C:65]([C:66]([F:69])([F:68])[F:67])=[C:64](COC2C=CC(B3OC(C)(C)C(C)(C)O3)=CC=2)[CH:63]=[CH:62][C:54]=1[C:55]([O:57][C:58]([CH3:61])([CH3:60])[CH3:59])=[O:56]. (9) Given the product [Br:10][C:5]1[CH:4]=[C:3]([C:14]2[CH:19]=[CH:18][CH:17]=[CH:16][CH:15]=2)[CH:8]=[C:7]([Br:9])[CH:6]=1, predict the reactants needed to synthesize it. The reactants are: B([O-])([O-])O[C:3]1[CH:8]=[C:7]([Br:9])[CH:6]=[C:5]([Br:10])[CH:4]=1.I[C:14]1[CH:19]=[CH:18][CH:17]=[CH:16][CH:15]=1.C(=O)([O-])[O-].[Na+].[Na+].